From a dataset of Reaction yield outcomes from USPTO patents with 853,638 reactions. Predict the reaction yield, written as a fraction of the theoretical maximum amount of product (1.0 means a 100% yield; for example, 0.34 means a 34% yield). The reactants are [Cl:1][C:2]1[CH:24]=[CH:23][C:5]([CH2:6][N:7]2[C:11]([CH2:12][CH2:13][C:14](OCC)=[O:15])=[CH:10][C:9]([O:19][CH2:20][CH2:21][CH3:22])=[N:8]2)=[CH:4][CH:3]=1.[H-].C([Al+]CC(C)C)C(C)C.[Cl-].[NH4+]. The catalyst is O1CCCC1.C1(C)C=CC=CC=1. The product is [Cl:1][C:2]1[CH:3]=[CH:4][C:5]([CH2:6][N:7]2[C:11]([CH2:12][CH2:13][CH2:14][OH:15])=[CH:10][C:9]([O:19][CH2:20][CH2:21][CH3:22])=[N:8]2)=[CH:23][CH:24]=1. The yield is 0.920.